From a dataset of Forward reaction prediction with 1.9M reactions from USPTO patents (1976-2016). Predict the product of the given reaction. (1) Given the reactants [CH:1]1([C:4]2[N:8](C(OC(C)(C)C)=O)[C:7]3[CH:16]=[C:17]([C:29]4[C:30]([CH3:35])=[N:31][O:32][C:33]=4[CH3:34])[CH:18]=[C:19]([C:20]([CH:22]4[CH2:26][CH2:25][C:24]([CH3:28])([CH3:27])[O:23]4)=[O:21])[C:6]=3[N:5]=2)[CH2:3][CH2:2]1.[CH3:36][C:37]1[N:42]=[C:41]([Mg]Br)[CH:40]=[CH:39][CH:38]=1, predict the reaction product. The product is: [CH:1]1([C:4]2[NH:8][C:7]3[CH:16]=[C:17]([C:29]4[C:30]([CH3:35])=[N:31][O:32][C:33]=4[CH3:34])[CH:18]=[C:19]([C:20]([CH:22]4[CH2:26][CH2:25][C:24]([CH3:27])([CH3:28])[O:23]4)([C:41]4[CH:40]=[CH:39][CH:38]=[C:37]([CH3:36])[N:42]=4)[OH:21])[C:6]=3[N:5]=2)[CH2:3][CH2:2]1. (2) Given the reactants [S:1]1[C:5]2[CH:6]=[CH:7][CH:8]=[CH:9][C:4]=2[C:3]([N:10]2[CH2:15][CH2:14][N:13]([CH2:16][CH2:17][C:18]3[CH:19]=[C:20]4[C:24](=[CH:25][CH:26]=3)[C:23]([CH3:28])([CH3:27])[C:22](=[O:29])[C:21]4([CH3:31])[CH3:30])[CH2:12][CH2:11]2)=[N:2]1.[BH4-].[Na+], predict the reaction product. The product is: [S:1]1[C:5]2[CH:6]=[CH:7][CH:8]=[CH:9][C:4]=2[C:3]([N:10]2[CH2:15][CH2:14][N:13]([CH2:16][CH2:17][C:18]3[CH:19]=[C:20]4[C:24](=[CH:25][CH:26]=3)[C:23]([CH3:27])([CH3:28])[CH:22]([OH:29])[C:21]4([CH3:31])[CH3:30])[CH2:12][CH2:11]2)=[N:2]1.